Regression. Given two drug SMILES strings and cell line genomic features, predict the synergy score measuring deviation from expected non-interaction effect. From a dataset of NCI-60 drug combinations with 297,098 pairs across 59 cell lines. (1) Drug 1: CCCCC(=O)OCC(=O)C1(CC(C2=C(C1)C(=C3C(=C2O)C(=O)C4=C(C3=O)C=CC=C4OC)O)OC5CC(C(C(O5)C)O)NC(=O)C(F)(F)F)O. Drug 2: COCCOC1=C(C=C2C(=C1)C(=NC=N2)NC3=CC=CC(=C3)C#C)OCCOC.Cl. Cell line: HOP-92. Synergy scores: CSS=27.8, Synergy_ZIP=-0.476, Synergy_Bliss=0.466, Synergy_Loewe=-4.86, Synergy_HSA=1.15. (2) Drug 1: C1=C(C(=O)NC(=O)N1)N(CCCl)CCCl. Drug 2: CCC(=C(C1=CC=CC=C1)C2=CC=C(C=C2)OCCN(C)C)C3=CC=CC=C3.C(C(=O)O)C(CC(=O)O)(C(=O)O)O. Cell line: SF-295. Synergy scores: CSS=14.2, Synergy_ZIP=-6.20, Synergy_Bliss=-6.23, Synergy_Loewe=-6.76, Synergy_HSA=-4.99. (3) Drug 2: CC12CCC3C(C1CCC2O)C(CC4=C3C=CC(=C4)O)CCCCCCCCCS(=O)CCCC(C(F)(F)F)(F)F. Cell line: K-562. Synergy scores: CSS=31.8, Synergy_ZIP=-8.19, Synergy_Bliss=-13.9, Synergy_Loewe=-13.3, Synergy_HSA=-12.8. Drug 1: C1=C(C(=O)NC(=O)N1)F. (4) Drug 1: CC1=C2C(C(=O)C3(C(CC4C(C3C(C(C2(C)C)(CC1OC(=O)C(C(C5=CC=CC=C5)NC(=O)OC(C)(C)C)O)O)OC(=O)C6=CC=CC=C6)(CO4)OC(=O)C)OC)C)OC. Drug 2: CS(=O)(=O)C1=CC(=C(C=C1)C(=O)NC2=CC(=C(C=C2)Cl)C3=CC=CC=N3)Cl. Cell line: 786-0. Synergy scores: CSS=53.9, Synergy_ZIP=6.44, Synergy_Bliss=4.47, Synergy_Loewe=-3.81, Synergy_HSA=6.81. (5) Drug 1: C1C(C(OC1N2C=C(C(=O)NC2=O)F)CO)O. Drug 2: C1=CC=C(C(=C1)C(C2=CC=C(C=C2)Cl)C(Cl)Cl)Cl. Cell line: KM12. Synergy scores: CSS=27.2, Synergy_ZIP=0.366, Synergy_Bliss=-0.181, Synergy_Loewe=-22.8, Synergy_HSA=-0.319. (6) Cell line: SK-OV-3. Synergy scores: CSS=31.4, Synergy_ZIP=-5.38, Synergy_Bliss=-2.06, Synergy_Loewe=-0.832, Synergy_HSA=-0.859. Drug 2: C1=C(C(=O)NC(=O)N1)N(CCCl)CCCl. Drug 1: C1CCC(CC1)NC(=O)N(CCCl)N=O. (7) Drug 1: C1C(C(OC1N2C=NC3=C(N=C(N=C32)Cl)N)CO)O. Drug 2: CC1=C(C(CCC1)(C)C)C=CC(=CC=CC(=CC(=O)O)C)C. Cell line: U251. Synergy scores: CSS=19.4, Synergy_ZIP=-1.34, Synergy_Bliss=6.69, Synergy_Loewe=-34.7, Synergy_HSA=2.93.